From a dataset of Forward reaction prediction with 1.9M reactions from USPTO patents (1976-2016). Predict the product of the given reaction. Given the reactants [NH2:1][C:2]1[N:7]=[C:6]([C:8]2[O:9][C:10]([CH3:13])=[CH:11][CH:12]=2)[C:5]([C:14]#[N:15])=[C:4](SC)[N:3]=1.[CH3:18][CH:19]([C:21]1[CH:26]=[CH:25][CH:24]=[CH:23][N:22]=1)[OH:20].C1CCN2C(=NCCC2)CC1, predict the reaction product. The product is: [NH2:1][C:2]1[N:7]=[C:6]([C:8]2[O:9][C:10]([CH3:13])=[CH:11][CH:12]=2)[C:5]([C:14]#[N:15])=[C:4]([O:20][CH:19]([C:21]2[CH:26]=[CH:25][CH:24]=[CH:23][N:22]=2)[CH3:18])[N:3]=1.